Dataset: Forward reaction prediction with 1.9M reactions from USPTO patents (1976-2016). Task: Predict the product of the given reaction. (1) Given the reactants [F:1][C:2]1[CH:3]=[C:4]2[C:8](=[C:9]([C:11]([OH:13])=O)[CH:10]=1)[NH:7][CH:6]=[CH:5]2.[C:14]([C:18]1[CH:33]=[CH:32][C:21]([CH2:22][NH:23][CH2:24][CH2:25][C:26]2[CH:31]=[CH:30][CH:29]=[CH:28][CH:27]=2)=[CH:20][CH:19]=1)([CH3:17])([CH3:16])[CH3:15].CCN=C=NCCCN(C)C.Cl, predict the reaction product. The product is: [C:14]([C:18]1[CH:33]=[CH:32][C:21]([CH2:22][N:23]([CH2:24][CH2:25][C:26]2[CH:31]=[CH:30][CH:29]=[CH:28][CH:27]=2)[C:11]([C:9]2[CH:10]=[C:2]([F:1])[CH:3]=[C:4]3[C:8]=2[NH:7][CH:6]=[CH:5]3)=[O:13])=[CH:20][CH:19]=1)([CH3:17])([CH3:15])[CH3:16]. (2) Given the reactants [NH2:1][CH:2]([C:7]1[CH:12]=[CH:11][CH:10]=[CH:9][CH:8]=1)[CH2:3][C:4](O)=O.C[O:14][C:15](=O)[CH:16]([NH2:21])[CH2:17][CH:18]([CH3:20])[CH3:19].C([C@@H]1NC[C@H](CC(C)C)NC1=O)C(C)C, predict the reaction product. The product is: [CH2:17]([C@@H:16]1[NH:21][CH2:4][CH2:3][C@@H:2]([C:7]2[CH:12]=[CH:11][CH:10]=[CH:9][CH:8]=2)[NH:1][C:15]1=[O:14])[CH:18]([CH3:20])[CH3:19].